This data is from Forward reaction prediction with 1.9M reactions from USPTO patents (1976-2016). The task is: Predict the product of the given reaction. (1) Given the reactants C(P(CCCC)CCCC)CCC.N(C(OC(C)(C)C)=O)=NC(OC(C)(C)C)=O.[Br:30][C:31]1[C:57]([CH3:58])=[CH:56][C:34]([O:35][C@@H:36]([CH2:53][CH2:54]O)[C:37]([NH:39][CH:40]2[CH2:45][CH2:44][N:43]([C:46]([O:48][C:49]([CH3:52])([CH3:51])[CH3:50])=[O:47])[CH2:42][CH2:41]2)=[O:38])=[C:33]([F:59])[CH:32]=1, predict the reaction product. The product is: [Br:30][C:31]1[C:57]([CH3:58])=[CH:56][C:34]([O:35][C@H:36]2[CH2:53][CH2:54][N:39]([CH:40]3[CH2:45][CH2:44][N:43]([C:46]([O:48][C:49]([CH3:50])([CH3:52])[CH3:51])=[O:47])[CH2:42][CH2:41]3)[C:37]2=[O:38])=[C:33]([F:59])[CH:32]=1. (2) Given the reactants O=[C:2]1[CH2:7][CH2:6][N:5]([C:8]([O:10][CH2:11][C:12]2[CH:17]=[CH:16][CH:15]=[CH:14][CH:13]=2)=[O:9])[CH2:4][CH2:3]1.C[C:19](P(OC)(O)=O)([C:21]([O-:23])=[O:22])C.[CH3:29]CN(C(C)C)C(C)C, predict the reaction product. The product is: [CH3:29][O:23][C:21](=[O:22])[CH:19]=[C:2]1[CH2:7][CH2:6][N:5]([C:8]([O:10][CH2:11][C:12]2[CH:17]=[CH:16][CH:15]=[CH:14][CH:13]=2)=[O:9])[CH2:4][CH2:3]1. (3) Given the reactants ClC1C=CC(OC)=C(C=1)CC1CNC(=O)CN(S(C2C=CC(Cl)=CC=2)(=O)=O)C1=O.ClC1C=CC(OC)=C(C=1)/C=C1/C(=O)N(S(C2C=CC(Cl)=CC=2)(=O)=O)CC(=O)NC/1.C([O:63][C:64](=[O:94])[CH2:65][O:66][C:67]1[CH:72]=[CH:71][C:70]([Cl:73])=[CH:69][C:68]=1/[CH:74]=[C:75]1\[CH2:76][NH:77][C:78](=[O:93])[CH2:79][N:80]([S:83]([C:86]2[CH:91]=[CH:90][C:89]([Cl:92])=[CH:88][CH:87]=2)(=[O:85])=[O:84])[C:81]\1=[O:82])(C)(C)C, predict the reaction product. The product is: [Cl:73][C:70]1[CH:71]=[CH:72][C:67]([O:66][CH2:65][C:64]([OH:94])=[O:63])=[C:68]([CH2:74][CH:75]2[C:81](=[O:82])[N:80]([S:83]([C:86]3[CH:87]=[CH:88][C:89]([Cl:92])=[CH:90][CH:91]=3)(=[O:84])=[O:85])[CH2:79][C:78](=[O:93])[NH:77][CH2:76]2)[CH:69]=1. (4) Given the reactants [O:1]1[CH2:5][CH2:4][C@@H:3]([N:6]([CH2:19][C:20]2[CH:25]=[CH:24][CH:23]=[CH:22][C:21]=2[C:26]([F:29])([F:28])[F:27])[C@@H:7]2[CH2:11][CH2:10][N:9](C(OC(C)(C)C)=O)[CH2:8]2)[CH2:2]1.FC(F)(F)C(O)=O.[C:37]([OH:46])(=[O:45])[C@@H:38]([C@H:40]([C:42]([OH:44])=[O:43])[OH:41])[OH:39], predict the reaction product. The product is: [C:42]([C@@H:40]([C@H:38]([C:37]([OH:46])=[O:45])[OH:39])[OH:41])([OH:44])=[O:43].[O:1]1[CH2:5][CH2:4][C@@H:3]([N:6]([CH2:19][C:20]2[CH:25]=[CH:24][CH:23]=[CH:22][C:21]=2[C:26]([F:27])([F:28])[F:29])[C@H:7]2[CH2:11][CH2:10][NH:9][CH2:8]2)[CH2:2]1. (5) Given the reactants [Br:1][C:2]1[CH:9]=[CH:8][C:5]([C:6]#[N:7])=[C:4]([SH:10])[CH:3]=1.[OH:11]S(O)(=O)=O.C([O-])(O)=O.[Na+], predict the reaction product. The product is: [Br:1][C:2]1[CH:9]=[CH:8][C:5]2[C:6](=[O:11])[NH:7][S:10][C:4]=2[CH:3]=1. (6) Given the reactants [CH2:1]([O:3][CH:4]([O:14][CH2:15][CH3:16])[CH:5]([N+:11]([O-])=O)[C:6]([O:8][CH2:9][CH3:10])=[O:7])[CH3:2].C(O)C.[H][H], predict the reaction product. The product is: [NH2:11][CH:5]([CH:4]([O:14][CH2:15][CH3:16])[O:3][CH2:1][CH3:2])[C:6]([O:8][CH2:9][CH3:10])=[O:7].